The task is: Binary Classification. Given a miRNA mature sequence and a target amino acid sequence, predict their likelihood of interaction.. This data is from Experimentally validated miRNA-target interactions with 360,000+ pairs, plus equal number of negative samples. (1) The miRNA is hsa-miR-146a-5p with sequence UGAGAACUGAAUUCCAUGGGUU. The protein sequence of the target gene is MSTKQITCRYFMHGVCREGSQCLFSHDLANSKPSTICKYYQKGYCAYGTRCRYDHTRPSAAAGGAVGTMAHSVPSPAFHSPHPPSEVTASIVKTNSHEPGKREKRTLVLRDRNLSGMAERKTQPSMVSNPGSCSDPQPSPEMKPHSYLDAIRSGLDDVEASSSYSNEQQLCPYAAAGECRFGDACVYLHGEVCEICRLQVLHPFDPEQRKAHEKICMLTFEHEMEKAFAFQASQDKVCSICMEVILEKASASERRFGILSNCNHTYCLSCIRQWRCAKQFENPIIKSCPECRVISEFVIP.... Result: 1 (interaction). (2) The miRNA is hsa-miR-548aj-5p with sequence UGCAAAAGUAAUUGCAGUUUUUG. The protein sequence of the target gene is MKRVRTEQIQMAVSCYLKRRQYVDSDGPLKQGLRLSQTAEEMAANLTVQSESGCANIVSAAPCQAEPQQYEVQFGRLRNFLTDSDSQHSHEVMPLLYPLFVYLHLNLVQNSPKSTVESFYSRFHGMFLQNASQKDVIEQLQTTQTIQDILSNFKLRAFLDNKYVVRLQEDSYNYLIRYLQSDNNTALCKVLTLHIHLDVQPAKRTDYQLYASGSSSRSENNGLEPPDMPSPILQNEAALEVLQESIKRVKDGPPSLTTICFYAFYNTEQLLNTAEISPDSKLLAAGFDNSCIKLWSLRSK.... Result: 0 (no interaction). (3) The miRNA is hsa-miR-155-5p with sequence UUAAUGCUAAUCGUGAUAGGGGUU. The protein sequence of the target gene is MLCWGNASFGQLGLGGIDEEIVLEPRKSDFFINKRVRDVGCGLRHTVFVLDDGTVYTCGCNDLGQLGHEKSRKKPEQVVALDAQNIVAVSCGEAHTLALNDKGQVYAWGLDSDGQLGLVGSEECIRVPRNIKSLSDIQIVQVACGYYHSLALSKASEVFCWGQNKYGQLGLGTDCKKQTSPQLLKSLLGIPFMQVAAGGAHSFVLTLSGAIFGWGRNKFGQLGLNDENDRYVPNLLKSLRSQKIVYICCGEDHTAALTKEGGVFTFGAGGYGQLGHNSTSHEINPRKVFELMGSIVTEIA.... Result: 1 (interaction). (4) The miRNA is hsa-miR-106b-5p with sequence UAAAGUGCUGACAGUGCAGAU. The protein sequence of the target gene is MSGKANASKKNAQQLKRNPKRKKDNEEVVLSENKVRNTVKKNKNHLKDLSSEGQTKHTNLKHGKTAASKRKTWQPLSKSTRDHLQTMMESVIMTILSNSIKEKEEIQYHLNFLKKRLLQQCETLKVPPKKMEDLTNVSSLLNMERARDKANEEGLALLQEEIDKMVETTELMTGNIQSLKNKIQILASEVEEEEERVKQMHQINSSGVLSLPELSQKTLKAPTLQKEILALIPNQNALLKDLDILHNSSQMKSMSTFIEEAYKKLDAS. Result: 1 (interaction). (5) The miRNA is cel-miR-250-3p with sequence AAUCACAGUCAACUGUUGGC. The protein sequence of the target gene is MYPSNKKKKVWREEKERLLKMTLEERRKEYIRDYVSLSTILSWKEEMKSKGQNDEENTQEAPQMKKSLSEKVSLYRGDITLLEVDAIVNAANASLLGGGGVDGCIHRAAGPCLLAECRNLNGCETGHAKITCGYDLPAKYVIHTVGPIARGHINGSHKEDLANCYQSSLKLVKENNLRSVAFPCISTGIYGFPNEPAAVIALGTIKEWLAKNHQEVDRIIFCVFLEVDFKIYKKKMNEFFPVDDNNEGTDADMKEDSEGPEPKGLSPPHKKSKAKKPESSKDSSEDESGPEEKQTAEEME.... Result: 0 (no interaction). (6) The miRNA is mmu-miR-690 with sequence AAAGGCUAGGCUCACAACCAAA. The protein sequence of the target gene is MISVKRNTWRALSLVIGDCRKKGNFEYCQDRTEKHSTMPDSPVDVKTQSRLTPPTMPPPPTTQGAPRTSSFTPTTLTNGTSHSPTALNGAPSPPNGFSNGPSSSSSSSLANQQLPPACGARQLSKLKRFLTTLQQFGNDISPEIGERVRTLVLGLVNSTLTIEEFHSKLQEATNFPLRPFVIPFLKANLPLLQRELLHCARLAKQNPAQYLAQHEQLLLDASTTSPVDSSELLLDVNENGKRRTPDRTKENGFDREPLHSEHPSKRPCTISPGQRYSPNNGLSYQPNGLPHPTPPPPQHY.... Result: 0 (no interaction).